This data is from Catalyst prediction with 721,799 reactions and 888 catalyst types from USPTO. The task is: Predict which catalyst facilitates the given reaction. (1) Product: [Cl:1][C:2]1[CH:3]=[CH:4][C:5]([CH:8]([C:42]2[CH:47]=[CH:46][C:45]([Cl:48])=[CH:44][CH:43]=2)[C:9]2[CH:10]=[C:11]3[C:16](=[CH:17][CH:18]=2)[N:15]=[C:14]([O:19][CH2:20][CH2:21][NH:22][S:23]([CH3:26])(=[O:24])=[O:25])[N:13]=[C:12]3[NH:27][CH:28]2[CH2:29][CH2:30][NH:31][CH2:32][CH2:33]2)=[CH:6][CH:7]=1. The catalyst class is: 4. Reactant: [Cl:1][C:2]1[CH:7]=[CH:6][C:5]([C:8]([C:42]2[CH:47]=[CH:46][C:45]([Cl:48])=[CH:44][CH:43]=2)(O)[C:9]2[CH:10]=[C:11]3[C:16](=[CH:17][CH:18]=2)[N:15]=[C:14]([O:19][CH2:20][CH2:21][NH:22][S:23]([CH3:26])(=[O:25])=[O:24])[N:13]=[C:12]3[NH:27][CH:28]2[CH2:33][CH2:32][N:31](C(OC(C)(C)C)=O)[CH2:30][CH2:29]2)=[CH:4][CH:3]=1.[SiH](CC)(CC)CC.FC(F)(F)C(O)=O. (2) Reactant: [F:1][CH:2]([F:19])[CH2:3][CH2:4][O:5][C:6]1[CH:7]=[C:8]([C:13]#[C:14][Si](C)(C)C)[CH:9]=[CH:10][C:11]=1[F:12].C([O-])([O-])=O.[K+].[K+]. Product: [F:19][CH:2]([F:1])[CH2:3][CH2:4][O:5][C:6]1[CH:7]=[C:8]([C:13]#[CH:14])[CH:9]=[CH:10][C:11]=1[F:12]. The catalyst class is: 5. (3) Reactant: C[O:2][C:3]([C:5]1([C:9]2[CH:14]=[CH:13][C:12]([NH:15][C:16]3[N:21]=[C:20]([NH:22][C:23]([CH3:26])([CH3:25])[CH3:24])[CH:19]=[C:18]([C:27]4[C:28]([CH3:33])=[N:29][O:30][C:31]=4[CH3:32])[N:17]=3)=[CH:11][CH:10]=2)[CH2:8][CH2:7][CH2:6]1)=[O:4].CO.C1COCC1.[OH-].[Na+]. Product: [C:23]([NH:22][C:20]1[CH:19]=[C:18]([C:27]2[C:28]([CH3:33])=[N:29][O:30][C:31]=2[CH3:32])[N:17]=[C:16]([NH:15][C:12]2[CH:11]=[CH:10][C:9]([C:5]3([C:3]([OH:4])=[O:2])[CH2:6][CH2:7][CH2:8]3)=[CH:14][CH:13]=2)[N:21]=1)([CH3:26])([CH3:24])[CH3:25]. The catalyst class is: 6. (4) Product: [Cl:12][C:13]1[C:14]([CH3:23])=[CH:15][C:16]([N+:20]([O-:22])=[O:21])=[C:17]([NH:24][CH2:25][CH2:26][N:27]2[CH2:32][CH2:31][CH:30]([C:33]([O:35][CH2:36][CH3:37])=[O:34])[CH2:29][CH2:28]2)[CH:18]=1. The catalyst class is: 16. Reactant: N12CCCN=C1CCCCC2.[Cl:12][C:13]1[CH:18]=[C:17](Cl)[C:16]([N+:20]([O-:22])=[O:21])=[CH:15][C:14]=1[CH3:23].[NH2:24][CH2:25][CH2:26][N:27]1[CH2:32][CH2:31][CH:30]([C:33]([O:35][CH2:36][CH3:37])=[O:34])[CH2:29][CH2:28]1. (5) Reactant: [CH2:1]([N:4]([CH2:23][CH2:24][CH3:25])[CH2:5][CH2:6][CH2:7][CH2:8][C:9]1[N:10]([CH:20]([CH3:22])[CH3:21])[C:11]2[CH:17]=[C:16]([C:18]#[N:19])[CH:15]=[CH:14][C:12]=2[N:13]=1)[CH2:2][CH3:3].[OH-].[Na+]. Product: [NH2:19][CH2:18][C:16]1[CH:15]=[CH:14][C:12]2[N:13]=[C:9]([CH2:8][CH2:7][CH2:6][CH2:5][N:4]([CH2:1][CH2:2][CH3:3])[CH2:23][CH2:24][CH3:25])[N:10]([CH:20]([CH3:21])[CH3:22])[C:11]=2[CH:17]=1. The catalyst class is: 171. (6) Reactant: COC1C=CC(C[N:8]2[C@H:12]3[CH2:13][S:14][C@@H:15]([CH2:16][CH2:17][CH2:18][CH2:19][CH2:20][O:21][CH2:22][CH2:23][CH2:24][CH2:25][CH2:26][C:27]([O:29][CH3:30])=[O:28])[C@H:11]3[N:10](CC3C=CC(OC)=CC=3)[C:9]2=[O:40])=CC=1.C1(C)C=CC=CC=1. Product: [O:40]=[C:9]1[NH:8][C@H:12]2[CH2:13][S:14][C@@H:15]([CH2:16][CH2:17][CH2:18][CH2:19][CH2:20][O:21][CH2:22][CH2:23][CH2:24][CH2:25][CH2:26][C:27]([O:29][CH3:30])=[O:28])[C@H:11]2[NH:10]1. The catalyst class is: 55.